From a dataset of Catalyst prediction with 721,799 reactions and 888 catalyst types from USPTO. Predict which catalyst facilitates the given reaction. (1) Reactant: [Br:1][C:2]1[C:3](F)=[C:4]([CH:7]=[CH:8][CH:9]=1)[C:5]#[N:6].Cl.[NH2:12][CH2:13][C:14]([NH2:16])=[O:15].C([O-])([O-])=O.[K+].[K+]. Product: [Br:1][C:2]1[CH:9]=[CH:8][CH:7]=[C:4]([C:5]#[N:6])[C:3]=1[NH:12][CH2:13][C:14]([NH2:16])=[O:15]. The catalyst class is: 16. (2) Reactant: [Br:1][C:2]1[CH:9]=[CH:8][C:5]([CH2:6]Br)=[CH:4][CH:3]=1.[NH:10]1[CH2:14][CH2:13][CH2:12][CH2:11]1.C(N(C(C)C)C(C)C)C. Product: [Br:1][C:2]1[CH:9]=[CH:8][C:5]([CH2:6][N:10]2[CH2:14][CH2:13][CH2:12][CH2:11]2)=[CH:4][CH:3]=1. The catalyst class is: 1.